The task is: Predict which catalyst facilitates the given reaction.. This data is from Catalyst prediction with 721,799 reactions and 888 catalyst types from USPTO. (1) Reactant: [NH2:1][C:2]1[CH:7]=[C:6]([Br:8])[CH:5]=[CH:4][C:3]=1[C:9]([N:11]1[CH2:16][CH2:15][CH:14]([N:17]([CH3:19])[CH3:18])[CH2:13][CH2:12]1)=[O:10].C(N(CC)CC)C.[C:27](Cl)(=[O:29])[CH3:28].C([O-])(O)=O.[Na+]. Product: [Br:8][C:6]1[CH:5]=[CH:4][C:3]([C:9]([N:11]2[CH2:16][CH2:15][CH:14]([N:17]([CH3:19])[CH3:18])[CH2:13][CH2:12]2)=[O:10])=[C:2]([NH:1][C:27](=[O:29])[CH3:28])[CH:7]=1. The catalyst class is: 46. (2) Reactant: O[CH2:2][C:3]1[CH:16]=[N:15][C:6]2[C:7]3[N:8]([CH:12]=[CH:13][CH:14]=3)[C:9](=[O:11])[NH:10][C:5]=2[CH:4]=1.[CH3:17][NH:18][C:19](=[O:32])[C:20]1[CH:25]=[CH:24][C:23]([N:26]2[CH2:31][CH2:30][NH:29][CH2:28][CH2:27]2)=[CH:22][CH:21]=1.[I-].C(C[P+](C)(C)C)#N.C(N(C(C)C)C(C)C)C. Product: [CH3:17][NH:18][C:19](=[O:32])[C:20]1[CH:21]=[CH:22][C:23]([N:26]2[CH2:31][CH2:30][N:29]([CH2:2][C:3]3[CH:16]=[N:15][C:6]4[C:7]5[N:8]([CH:12]=[CH:13][CH:14]=5)[C:9](=[O:11])[NH:10][C:5]=4[CH:4]=3)[CH2:28][CH2:27]2)=[CH:24][CH:25]=1. The catalyst class is: 397. (3) Reactant: [CH3:1][CH:2]([N:4]([CH2:9][C@H:10]1[CH2:15][N:14](C(OC(C)(C)C)=O)[CH2:13][CH2:12][N:11]1C(OC(C)(C)C)=O)[S:5]([CH3:8])(=[O:7])=[O:6])[CH3:3].[ClH:30]. Product: [ClH:30].[ClH:30].[CH3:3][CH:2]([N:4]([CH2:9][C@H:10]1[CH2:15][NH:14][CH2:13][CH2:12][NH:11]1)[S:5]([CH3:8])(=[O:6])=[O:7])[CH3:1]. The catalyst class is: 25.